From a dataset of Forward reaction prediction with 1.9M reactions from USPTO patents (1976-2016). Predict the product of the given reaction. Given the reactants [F:1][C:2]([F:11])([F:10])[C:3]1[CH:8]=[CH:7][C:6]([OH:9])=[CH:5][CH:4]=1.[C:12](OCC)(=[O:14])C.CCCCCC, predict the reaction product. The product is: [OH:9][C:6]1[CH:5]=[CH:4][C:3]([C:2]([F:10])([F:11])[F:1])=[CH:8][C:7]=1[CH:12]=[O:14].